This data is from Forward reaction prediction with 1.9M reactions from USPTO patents (1976-2016). The task is: Predict the product of the given reaction. (1) Given the reactants [CH3:1][O:2][CH2:3][C@H:4]([CH3:31])[O:5][C:6]1[CH:7]=[C:8]([C:23]2[NH:27][C:26]([C:28]([OH:30])=O)=[CH:25][CH:24]=2)[CH:9]=[C:10]([O:12][C:13]2[CH:14]=[N:15][C:16]([S:19]([CH3:22])(=[O:21])=[O:20])=[CH:17][CH:18]=2)[CH:11]=1.[NH2:32][C@@H:33]([CH2:37][OH:38])[C@@H:34]([CH3:36])[OH:35].C1C=CC2N(O)N=NC=2C=1.O.CN1CCOCC1.CCN=C=NCCCN(C)C.Cl, predict the reaction product. The product is: [OH:35][C@H:34]([CH3:36])[C@@H:33]([NH:32][C:28]([C:26]1[NH:27][C:23]([C:8]2[CH:9]=[C:10]([O:12][C:13]3[CH:14]=[N:15][C:16]([S:19]([CH3:22])(=[O:20])=[O:21])=[CH:17][CH:18]=3)[CH:11]=[C:6]([O:5][C@@H:4]([CH3:31])[CH2:3][O:2][CH3:1])[CH:7]=2)=[CH:24][CH:25]=1)=[O:30])[CH2:37][OH:38]. (2) Given the reactants CO[C:3]([C:5]1[C:6]([OH:31])=[C:7]2[C:12](=[CH:13][N:14]=1)[N:11]([CH2:15][C:16]1[CH:21]=[CH:20][C:19]([C:22]#[N:23])=[CH:18][CH:17]=1)[C:10](=[O:24])[C:9]([C:25]1[CH:30]=[CH:29][CH:28]=[CH:27][CH:26]=1)=[CH:8]2)=[O:4].[NH2:32][CH2:33][CH2:34][C:35]([OH:37])=[O:36].C[O-].[Na+], predict the reaction product. The product is: [C:22]([C:19]1[CH:20]=[CH:21][C:16]([CH2:15][N:11]2[C:12]3[C:7](=[C:6]([OH:31])[C:5]([C:3]([NH:32][CH2:33][CH2:34][C:35]([OH:37])=[O:36])=[O:4])=[N:14][CH:13]=3)[CH:8]=[C:9]([C:25]3[CH:30]=[CH:29][CH:28]=[CH:27][CH:26]=3)[C:10]2=[O:24])=[CH:17][CH:18]=1)#[N:23]. (3) The product is: [F:13][C:14]1[CH:15]=[C:16]([CH:17]=[CH:18][C:19]=1[F:20])[CH2:21][NH:22][C:2]([NH:1][C:4]1[CH:12]=[CH:11][C:7]2[NH:8][CH:9]=[N:10][C:6]=2[CH:5]=1)=[S:3]. Given the reactants [N:1]([C:4]1[CH:12]=[CH:11][C:7]2[NH:8][CH:9]=[N:10][C:6]=2[CH:5]=1)=[C:2]=[S:3].[F:13][C:14]1[CH:15]=[C:16]([CH2:21][NH2:22])[CH:17]=[CH:18][C:19]=1[F:20], predict the reaction product. (4) The product is: [CH3:1][O:2][C:3]1[C:4](=[O:27])[C:5]([C:6]([O:8][CH3:9])=[O:7])=[N:10][N:11]([C:12]2[C:25]([F:26])=[CH:24][C:15]3[O:16][C:17]([F:23])([F:22])[C:18]([F:21])([F:20])[O:19][C:14]=3[CH:13]=2)[CH:28]=1. Given the reactants [CH3:1][O:2][CH2:3][C:4](=[O:27])[C:5](=[N:10][NH:11][C:12]1[C:25]([F:26])=[CH:24][C:15]2[O:16][C:17]([F:23])([F:22])[C:18]([F:21])([F:20])[O:19][C:14]=2[CH:13]=1)[C:6]([O:8][CH3:9])=[O:7].[CH3:28]OC(OC)N(C)C, predict the reaction product. (5) Given the reactants Br[C:2]1[CH:7]=[CH:6][C:5]([CH:8]2[O:12][CH2:11][CH2:10][O:9]2)=[CH:4][N:3]=1.CC(C)([O-])C.[Na+].[NH2:19][C:20]1[CH:25]=[CH:24][N:23]=[C:22]([CH3:26])[CH:21]=1.N#N.CC(C1C=C(C(C)C)C(C2C=CC=CC=2P(C2CCCCC2)C2CCCCC2)=C(C(C)C)C=1)C, predict the reaction product. The product is: [O:9]1[CH2:10][CH2:11][O:12][CH:8]1[C:5]1[CH:6]=[CH:7][C:2]([NH:19][C:20]2[CH:25]=[CH:24][N:23]=[C:22]([CH3:26])[CH:21]=2)=[N:3][CH:4]=1. (6) The product is: [F:18][C:14]1[CH:13]=[C:12]([C:9]2[C:8]([CH2:19][NH2:20])=[CH:7][C:2]3[C:11](=[C:6]([N:83]4[CH2:88][CH2:87][O:86][CH2:85][CH2:84]4)[CH:5]=[CH:4][CH:3]=3)[N:10]=2)[CH:17]=[CH:16][CH:15]=1. Given the reactants Br[C:2]1[CH:3]=[CH:4][CH:5]=[C:6]2[C:11]=1[N:10]=[C:9]([C:12]1[CH:17]=[CH:16][CH:15]=[C:14]([F:18])[CH:13]=1)[C:8]([CH2:19][N:20]1C(=O)C3C(=CC=CC=3)C1=O)=[CH:7]2.C1C=CC(P(C2C(C3C(P(C4C=CC=CC=4)C4C=CC=CC=4)=CC=C4C=3C=CC=C4)=C3C(C=CC=C3)=CC=2)C2C=CC=CC=2)=CC=1.O(CCCC)[Na].[NH:83]1[CH2:88][CH2:87][O:86][CH2:85][CH2:84]1.NN, predict the reaction product. (7) Given the reactants [Cl:1][C:2]1[CH:3]=[C:4]([CH:7]=[C:8]([O:10][CH3:11])[CH:9]=1)[CH:5]=O.C(O[C:15](=[O:19])[CH2:16][C:17]#[N:18])C.[CH:20]1([NH:23][C:24]([NH2:26])=[NH:25])[CH2:22][CH2:21]1.Cl.C(=O)([O-])[O-].[K+].[K+], predict the reaction product. The product is: [C:17]([C:16]1[C:15](=[O:19])[NH:26][C:24]([NH:23][CH:20]2[CH2:22][CH2:21]2)=[N:25][C:5]=1[C:4]1[CH:7]=[C:8]([O:10][CH3:11])[CH:9]=[C:2]([Cl:1])[CH:3]=1)#[N:18].